This data is from Reaction yield outcomes from USPTO patents with 853,638 reactions. The task is: Predict the reaction yield, written as a fraction of the theoretical maximum amount of product (1.0 means a 100% yield; for example, 0.34 means a 34% yield). (1) The product is [Br:1][C:2]1[CH:3]=[C:4]2[C:9](=[CH:10][CH:11]=1)[C:8](=[O:12])[NH:7][C:6](=[O:13])/[C:5]/2=[CH:14]\[NH:31][C:28]1[CH:27]=[CH:26][C:25]([N:21]2[CH2:22][CH2:23][CH2:24][N:18]([CH3:17])[CH2:19][CH2:20]2)=[CH:30][CH:29]=1. The reactants are [Br:1][C:2]1[CH:3]=[C:4]2[C:9](=[CH:10][CH:11]=1)[C:8](=[O:12])[NH:7][C:6](=[O:13])/[C:5]/2=[CH:14]/OC.[CH3:17][N:18]1[CH2:24][CH2:23][CH2:22][N:21]([C:25]2[CH:30]=[CH:29][C:28]([NH2:31])=[CH:27][CH:26]=2)[CH2:20][CH2:19]1.C(N(CC)CC)C. The catalyst is CN(C)C=O. The yield is 0.260. (2) The reactants are [Cl:1][C:2]1[C:3]([O:12][C:13]2[CH:18]=[C:17]([O:19][CH2:20][CH2:21][CH:22]3[O:26][CH2:25][CH2:24][O:23]3)[CH:16]=[CH:15][C:14]=2/[CH:27]=[CH:28]/[C:29](O)=[O:30])=[N:4][CH:5]=[C:6]([C:8]([F:11])([F:10])[F:9])[CH:7]=1.Cl.C(N=C=NCCCN(C)C)C.[CH2:44]([S:49]([NH2:52])(=[O:51])=[O:50])[CH2:45][CH2:46][CH2:47][CH3:48].Cl. The catalyst is C(#N)C.CN(C)C1C=CN=CC=1.C(OCC)(=O)C. The product is [Cl:1][C:2]1[C:3]([O:12][C:13]2[CH:18]=[C:17]([O:19][CH2:20][CH2:21][CH:22]3[O:26][CH2:25][CH2:24][O:23]3)[CH:16]=[CH:15][C:14]=2/[CH:27]=[CH:28]/[C:29]([NH:52][S:49]([CH2:44][CH2:45][CH2:46][CH2:47][CH3:48])(=[O:51])=[O:50])=[O:30])=[N:4][CH:5]=[C:6]([C:8]([F:9])([F:11])[F:10])[CH:7]=1. The yield is 0.150. (3) The reactants are [C:1]([O:5][C:6]([N:8](C(OC(C)(C)C)=O)[C:9]1[N:14]=[C:13]([C:15](OCC)=[O:16])[CH:12]=[CH:11][CH:10]=1)=[O:7])([CH3:4])([CH3:3])[CH3:2].[H-].[H-].[H-].[H-].[Li+].[Al+3]. The catalyst is C1COCC1. The product is [OH:16][CH2:15][C:13]1[N:14]=[C:9]([NH:8][C:6](=[O:7])[O:5][C:1]([CH3:3])([CH3:2])[CH3:4])[CH:10]=[CH:11][CH:12]=1. The yield is 0.410. (4) The reactants are C(NC(C)C)(C)C.C([Li])CCC.[CH3:13][O:14][C:15](=[O:27])[CH2:16][C:17]1[CH:22]=[CH:21][C:20]([Cl:23])=[C:19]([N+:24]([O-:26])=[O:25])[CH:18]=1.I[CH2:29][CH:30]1[CH2:34][CH2:33][CH2:32][CH2:31]1. The catalyst is O1CCCC1.CN1CCCN(C)C1=O. The product is [CH3:13][O:14][C:15](=[O:27])[CH:16]([C:17]1[CH:22]=[CH:21][C:20]([Cl:23])=[C:19]([N+:24]([O-:26])=[O:25])[CH:18]=1)[CH2:29][CH:30]1[CH2:34][CH2:33][CH2:32][CH2:31]1. The yield is 0.320. (5) The reactants are [Br:1][C:2]1[C:3](=[O:9])[NH:4][C:5]([Cl:8])=[N:6][CH:7]=1.Br[CH2:11][C:12]1[S:13][CH:14]=[CH:15][C:16]=1[C:17]#[N:18]. No catalyst specified. The product is [Br:1][C:2]1[C:3](=[O:9])[N:4]([CH2:11][C:12]2[S:13][CH:14]=[CH:15][C:16]=2[C:17]#[N:18])[C:5]([Cl:8])=[N:6][CH:7]=1. The yield is 0.580. (6) The reactants are Cl[C:2](OC1C=CC([N+]([O-])=O)=CC=1)=[O:3].[NH2:14][C@H:15]([CH2:35][C:36]1[CH:41]=[CH:40][C:39]([O:42][CH3:43])=[CH:38][CH:37]=1)[C:16]([N:18]1[CH2:23][CH2:22][C:21]([C:30](=[O:34])[CH2:31][CH2:32][CH3:33])([CH:24]2[CH2:29][CH2:28][CH2:27][CH2:26][CH2:25]2)[CH2:20][CH2:19]1)=[O:17].[NH4+].[OH-].Cl.Cl.[NH:48]1[CH:52]=[C:51]([CH2:53][CH2:54][NH2:55])[N:50]=[N:49]1.C(N(CC)CC)C. The catalyst is C(Cl)Cl.CN(C=O)C. The product is [C:30]([C:21]1([CH:24]2[CH2:25][CH2:26][CH2:27][CH2:28][CH2:29]2)[CH2:22][CH2:23][N:18]([C:16](=[O:17])[C@H:15]([NH:14][C:2]([NH:55][CH2:54][CH2:53][C:51]2[N:50]=[N:49][NH:48][CH:52]=2)=[O:3])[CH2:35][C:36]2[CH:37]=[CH:38][C:39]([O:42][CH3:43])=[CH:40][CH:41]=2)[CH2:19][CH2:20]1)(=[O:34])[CH2:31][CH2:32][CH3:33]. The yield is 0.320. (7) The reactants are [CH2:1]([NH:4][C:5]1[N:10]=[C:9]([NH:11][CH2:12][CH2:13][CH3:14])[N:8]=[CH:7][N:6]=1)[CH2:2][CH3:3].Cl.[CH3:16][NH:17][O:18][CH3:19].[OH-].[Na+]. The catalyst is O1CCOCC1.O. The product is [CH2:1]([NH:4][C:5]1[N:10]=[C:9]([NH:11][CH2:12][CH2:13][CH3:14])[N:8]=[C:7]([N:17]([CH3:16])[O:18][CH3:19])[N:6]=1)[CH2:2][CH3:3]. The yield is 0.900.